Dataset: Tyrosyl-DNA phosphodiesterase HTS with 341,365 compounds. Task: Binary Classification. Given a drug SMILES string, predict its activity (active/inactive) in a high-throughput screening assay against a specified biological target. The result is 0 (inactive). The molecule is O(c1ccc(CC)cc1)CC(=O)Nc1nn(nn1)CCC.